This data is from Retrosynthesis with 50K atom-mapped reactions and 10 reaction types from USPTO. The task is: Predict the reactants needed to synthesize the given product. Given the product COc1cccc([C@@H]2S[C@@H](Cc3ncc(CCC(=O)O)s3)c3nnc(CF)n3-c3ccc(Cl)cc32)c1OC, predict the reactants needed to synthesize it. The reactants are: COC(=O)CCc1cnc(C[C@@H]2S[C@@H](c3cccc(OC)c3OC)c3cc(Cl)ccc3-n3c(CF)nnc32)s1.